Task: Predict the product of the given reaction.. Dataset: Forward reaction prediction with 1.9M reactions from USPTO patents (1976-2016) (1) Given the reactants [CH3:1][C:2]1([CH3:29])[CH:7]([NH:8][C:9](=[O:28])[CH2:10][C@@H:11]2[C:16](=[O:17])[NH:15][CH:14]=[CH:13][N:12]2[S:18]([C:21]2[CH:27]=[CH:26][C:24]([CH3:25])=[CH:23][CH:22]=2)(=[O:20])=[O:19])[CH2:6][CH2:5][NH:4][CH2:3]1.C(N(CC)CC)C.[CH3:37][CH2:38][O:39]C(C)=O, predict the reaction product. The product is: [C:38]([N:4]1[CH2:5][CH2:6][CH:7]([NH:8][C:9](=[O:28])[CH2:10][C@@H:11]2[C:16](=[O:17])[NH:15][CH:14]=[CH:13][N:12]2[S:18]([C:21]2[CH:22]=[CH:23][C:24]([CH3:25])=[CH:26][CH:27]=2)(=[O:20])=[O:19])[C:2]([CH3:29])([CH3:1])[CH2:3]1)(=[O:39])[CH3:37]. (2) Given the reactants [CH2:1]([O:3][C:4](=[O:37])[NH:5][CH:6]1[CH2:15][CH2:14][C:13]2[C:8](=[CH:9][C:10]([CH2:16][CH2:17][NH:18]C(OCC3C=CC=CC=3)=O)=[CH:11][CH:12]=2)[CH:7]1[CH2:29][C:30]1[CH:35]=[CH:34][CH:33]=[C:32]([Cl:36])[CH:31]=1)[CH3:2].Br, predict the reaction product. The product is: [CH2:1]([O:3][C:4](=[O:37])[NH:5][CH:6]1[CH2:15][CH2:14][C:13]2[C:8](=[CH:9][C:10]([CH2:16][CH2:17][NH2:18])=[CH:11][CH:12]=2)[CH:7]1[CH2:29][C:30]1[CH:35]=[CH:34][CH:33]=[C:32]([Cl:36])[CH:31]=1)[CH3:2]. (3) Given the reactants [SH:1][C:2]1[NH:3][CH:4]=[C:5]([C:7]([O:9][CH2:10][CH3:11])=[O:8])[N:6]=1.[CH3:12]I, predict the reaction product. The product is: [CH3:12][S:1][C:2]1[NH:3][CH:4]=[C:5]([C:7]([O:9][CH2:10][CH3:11])=[O:8])[N:6]=1. (4) The product is: [Cl:23][C:24]1[CH:25]=[C:26]([CH:40]=[C:41]([CH3:43])[CH:42]=1)[C:27]([C:29]1[N:34]([CH2:8][C:6]2[CH:7]=[C:2]([F:1])[N:3]=[C:4]([F:10])[CH:5]=2)[C:33](=[O:35])[NH:32][C:31](=[O:36])[C:30]=1[CH:37]([CH3:38])[CH3:39])=[O:28]. Given the reactants [F:1][C:2]1[CH:7]=[C:6]([CH2:8]O)[CH:5]=[C:4]([F:10])[N:3]=1.C(N(CC)CC)C.CS(Cl)(=O)=O.[Cl:23][C:24]1[CH:25]=[C:26]([CH:40]=[C:41]([CH3:43])[CH:42]=1)[C:27]([C:29]1[NH:34][C:33](=[O:35])[NH:32][C:31](=[O:36])[C:30]=1[CH:37]([CH3:39])[CH3:38])=[O:28].C(=O)([O-])[O-].[K+].[K+].[I-].[Li+], predict the reaction product. (5) Given the reactants [CH3:1][N:2]([CH3:6])[CH2:3][CH2:4][NH2:5].[CH3:7][C@@H:8]([C@@H:15]1[C@@:19]2([CH3:37])[CH2:20][CH2:21][CH:22]3[C@@:27]4([CH3:36])[CH2:28][CH2:29][CH:30]([O:32][C:33]([Cl:35])=[O:34])[CH2:31][C:26]4=[CH:25][CH2:24][CH:23]3[CH:18]2[CH2:17][CH2:16]1)[CH2:9][CH2:10][CH2:11][CH:12]([CH3:14])[CH3:13], predict the reaction product. The product is: [CH3:14][CH:12]([CH2:11][CH2:10][CH2:9][CH:8]([CH:15]1[C:19]2([CH3:37])[CH2:20][CH2:21][CH:22]3[C:27]4([CH3:36])[CH2:28][CH2:29][CH:30]([O:32][C:33]([NH:5][CH2:4][CH2:3][N:2]([CH3:6])[CH3:1])=[O:34])[CH2:31][C:26]4=[CH:25][CH2:24][CH:23]3[CH:18]2[CH2:17][CH2:16]1)[CH3:7])[CH3:13].[ClH:35]. (6) Given the reactants [CH:1]1([CH2:6][CH:7]([N:11]2[C:16](=[O:17])[CH:15]=[C:14]([O:18][C:19]3[CH:24]=[CH:23][CH:22]=[C:21]([O:25][CH3:26])[CH:20]=3)[CH:13]=[N:12]2)[C:8](O)=[O:9])[CH2:5][CH2:4][CH2:3][CH2:2]1.[NH2:27][C:28]1[CH:32]=[CH:31][N:30]([CH2:33][C:34]([CH3:37])([OH:36])[CH3:35])[N:29]=1, predict the reaction product. The product is: [CH:1]1([CH2:6][CH:7]([N:11]2[C:16](=[O:17])[CH:15]=[C:14]([O:18][C:19]3[CH:24]=[CH:23][CH:22]=[C:21]([O:25][CH3:26])[CH:20]=3)[CH:13]=[N:12]2)[C:8]([NH:27][C:28]2[CH:32]=[CH:31][N:30]([CH2:33][C:34]([OH:36])([CH3:35])[CH3:37])[N:29]=2)=[O:9])[CH2:5][CH2:4][CH2:3][CH2:2]1. (7) Given the reactants [CH3:1][O:2][C:3]1[CH:4]=[C:5]([NH:11][C:12]2[N:13]=[CH:14][C:15]3[CH2:21][C:20](=[O:22])[NH:19][C:18]4[CH:23]=[C:24](I)[CH:25]=[CH:26][C:17]=4[C:16]=3[N:28]=2)[CH:6]=[CH:7][C:8]=1[O:9][CH3:10].[CH2:29]([NH:32][C:33](=[O:39])[O:34][C:35]([CH3:38])([CH3:37])[CH3:36])[C:30]#[CH:31], predict the reaction product. The product is: [C:35]([O:34][C:33](=[O:39])[NH:32][CH2:29][C:30]#[C:31][C:24]1[CH:25]=[CH:26][C:17]2[C:16]3[N:28]=[C:12]([NH:11][C:5]4[CH:6]=[CH:7][C:8]([O:9][CH3:10])=[C:3]([O:2][CH3:1])[CH:4]=4)[N:13]=[CH:14][C:15]=3[CH2:21][C:20](=[O:22])[NH:19][C:18]=2[CH:23]=1)([CH3:38])([CH3:37])[CH3:36].